From a dataset of Catalyst prediction with 721,799 reactions and 888 catalyst types from USPTO. Predict which catalyst facilitates the given reaction. (1) Reactant: [O:1]=[C:2]1[CH2:10][C:9]2[C:4](=[CH:5][CH:6]=[C:7]([S:11]([NH2:14])(=[O:13])=[O:12])[CH:8]=2)[NH:3]1.[O:15]=[C:16]1[C:21]2=[CH:22][NH:23][C:24]([CH:25]=O)=[C:20]2[CH2:19][CH2:18][NH:17]1.N1CCCCC1. Product: [O:1]=[C:2]1[C:10](=[CH:25][C:24]2[NH:23][CH:22]=[C:21]3[C:20]=2[CH2:19][CH2:18][NH:17][C:16]3=[O:15])[C:9]2[C:4](=[CH:5][CH:6]=[C:7]([S:11]([NH2:14])(=[O:12])=[O:13])[CH:8]=2)[NH:3]1. The catalyst class is: 8. (2) Reactant: [CH3:1][O:2][C:3]1[CH:8]=[CH:7][C:6]([CH3:9])=[CH:5][C:4]=1[OH:10].[CH3:11][O:12]C(Cl)Cl. Product: [OH:10][C:4]1[C:3]([O:2][CH3:1])=[CH:8][C:7]([CH:11]=[O:12])=[C:6]([CH3:9])[CH:5]=1. The catalyst class is: 642. (3) Reactant: [Cl:1][CH2:2][CH2:3][CH2:4][CH2:5][CH:6]([NH:11][C:12]([C:14]1[CH:19]=[CH:18][C:17]([CH3:20])=[CH:16][CH:15]=1)=[O:13])[C:7](=O)[CH2:8][CH3:9].P(Cl)(Cl)(Cl)=O. Product: [Cl:1][CH2:2][CH2:3][CH2:4][CH2:5][C:6]1[N:11]=[C:12]([C:14]2[CH:19]=[CH:18][C:17]([CH3:20])=[CH:16][CH:15]=2)[O:13][C:7]=1[CH2:8][CH3:9]. The catalyst class is: 11. (4) Reactant: [C:1]([C:5]([O:10][C:11]([C:14]([O:20][C:21]([C:24]([O:30][C:31]([C:34]([S:37]([F:40])(=[O:39])=[O:38])([F:36])[F:35])([F:33])[F:32])([C:26]([F:29])([F:28])[F:27])[F:25])([F:23])[F:22])([C:16]([F:19])([F:18])[F:17])[F:15])([F:13])[F:12])(C(F)=O)[F:6])([F:4])([F:3])[F:2].C(=O)([O-])[O-].[Na+].[Na+].COCCOCCOCCOCCOC. Product: [C:1]([CH:5]([O:10][C:11]([C:14]([O:20][C:21]([C:24]([O:30][C:31]([C:34]([S:37]([F:40])(=[O:38])=[O:39])([F:35])[F:36])([F:32])[F:33])([C:26]([F:27])([F:28])[F:29])[F:25])([F:23])[F:22])([C:16]([F:19])([F:18])[F:17])[F:15])([F:13])[F:12])[F:6])([F:3])([F:2])[F:4]. The catalyst class is: 6. (5) Reactant: [CH2:1]([O:8][C:9]1[CH:10]=[C:11]2[C:16](=[CH:17][CH:18]=1)[C:15](=[O:19])[N:14]([CH2:20][CH:21]([CH3:23])[CH3:22])[C:13]([CH2:24][N:25]1C(=O)C3C(=CC=CC=3)C1=O)=[C:12]2[C:36]1[CH:41]=[CH:40][CH:39]=[CH:38][CH:37]=1)[C:2]1[CH:7]=[CH:6][CH:5]=[CH:4][CH:3]=1.O.NN.C(=O)([O-])O.[Na+].[C:58](O[C:58]([O:60][C:61]([CH3:64])([CH3:63])[CH3:62])=[O:59])([O:60][C:61]([CH3:64])([CH3:63])[CH3:62])=[O:59]. Product: [CH2:1]([O:8][C:9]1[CH:10]=[C:11]2[C:16](=[CH:17][CH:18]=1)[C:15](=[O:19])[N:14]([CH2:20][CH:21]([CH3:22])[CH3:23])[C:13]([CH2:24][NH:25][C:58](=[O:59])[O:60][C:61]([CH3:62])([CH3:63])[CH3:64])=[C:12]2[C:36]1[CH:37]=[CH:38][CH:39]=[CH:40][CH:41]=1)[C:2]1[CH:3]=[CH:4][CH:5]=[CH:6][CH:7]=1. The catalyst class is: 40. (6) Reactant: [C:1]([NH:4][C:5]1[CH:13]=[CH:12][C:8]([C:9]([OH:11])=[O:10])=[C:7]([OH:14])[CH:6]=1)(=[O:3])[CH3:2].C1CCC(N=C=NC2CCCCC2)CC1.[CH2:30]([N:32]([CH2:35][CH2:36]O)[CH2:33][CH3:34])[CH3:31]. Product: [CH2:30]([N:32]([CH2:35][CH2:36][O:10][C:9](=[O:11])[C:8]1[CH:12]=[CH:13][C:5]([NH:4][C:1](=[O:3])[CH3:2])=[CH:6][C:7]=1[OH:14])[CH2:33][CH3:34])[CH3:31]. The catalyst class is: 79.